This data is from Full USPTO retrosynthesis dataset with 1.9M reactions from patents (1976-2016). The task is: Predict the reactants needed to synthesize the given product. (1) Given the product [CH:1]12[CH2:15][CH:4]([N:5]([C:7]3[CH:8]=[C:9]([C:10]4([NH2:11])[CH2:17][CH2:16]4)[CH:12]=[CH:13][CH:14]=3)[CH2:6]1)[CH2:3][O:2]2, predict the reactants needed to synthesize it. The reactants are: [CH:1]12[CH2:15][CH:4]([N:5]([C:7]3[CH:8]=[C:9]([CH:12]=[CH:13][CH:14]=3)[C:10]#[N:11])[CH2:6]1)[CH2:3][O:2]2.[CH2:16]([Mg]Cl)[CH3:17].B(F)(F)F.CCOCC.Cl.[OH-].[Na+]. (2) Given the product [Cl:27][C:21]1[CH:22]=[CH:23][C:24]([Cl:26])=[CH:25][C:20]=1[C:19]1[C:5]2[O:4][C@H:3]([CH2:2][NH2:1])[CH2:8][NH:7][C:6]=2[CH:16]=[CH:17][CH:18]=1, predict the reactants needed to synthesize it. The reactants are: [NH2:1][CH2:2][C@@H:3]1[CH2:8][N:7](C(OC(C)(C)C)=O)[C:6]2[CH:16]=[CH:17][CH:18]=[C:19]([C:20]3[CH:25]=[C:24]([Cl:26])[CH:23]=[CH:22][C:21]=3[Cl:27])[C:5]=2[O:4]1.Cl.C(O)C. (3) Given the product [NH2:14][C:15]1[CH:16]=[C:17]([CH:18]=[C:19]([CH2:21][O:22][CH3:23])[CH:20]=1)[C:24]#[N:25], predict the reactants needed to synthesize it. The reactants are: C(O)(C(F)(F)F)=O.C(OC(=O)[NH:14][C:15]1[CH:20]=[C:19]([CH2:21][O:22][CH3:23])[CH:18]=[C:17]([C:24]#[N:25])[CH:16]=1)(C)(C)C. (4) The reactants are: [Cl:1][C:2]1[N:3]=[CH:4][NH:5][C:6]=1[Cl:7].[OH-].[K+].[Br:10][CH2:11][C:12]1[CH:25]=[CH:24][C:23]2[C:14](=[CH:15][C:16]3[C:21]([CH:22]=2)=[CH:20][CH:19]=[CH:18][CH:17]=3)[CH:13]=1. Given the product [Br-:10].[CH:13]1[C:14]2[C:23](=[CH:22][C:21]3[C:16]([CH:15]=2)=[CH:17][CH:18]=[CH:19][CH:20]=3)[CH:24]=[CH:25][C:12]=1[CH2:11][N+:3]1[C:2]([Cl:1])=[C:6]([Cl:7])[N:5]([CH2:11][C:12]2[CH:25]=[CH:24][C:23]3[C:14](=[CH:15][C:16]4[C:21]([CH:22]=3)=[CH:20][CH:19]=[CH:18][CH:17]=4)[CH:13]=2)[CH:4]=1, predict the reactants needed to synthesize it. (5) Given the product [BrH:1].[CH2:32]([S:33][C:2]1[CH:3]=[C:4]([CH2:8][CH2:9][NH2:10])[CH:5]=[CH:6][CH:7]=1)[C:26]1[CH:31]=[CH:30][CH:29]=[CH:28][CH:27]=1, predict the reactants needed to synthesize it. The reactants are: [Br:1][C:2]1[CH:3]=[C:4]([CH2:8][CH2:9][NH2:10])[CH:5]=[CH:6][CH:7]=1.O1CCOCC1.C(N(C(C)C)CC)(C)C.[C:26]1([CH2:32][SH:33])[CH:31]=[CH:30][CH:29]=[CH:28][CH:27]=1. (6) Given the product [C:15]([C:4]1[CH:3]=[C:2]([C:6]([O:8][CH2:9][CH3:10])=[O:7])[NH:1][CH:5]=1)(=[O:17])[CH3:16], predict the reactants needed to synthesize it. The reactants are: [NH:1]1[CH:5]=[CH:4][CH:3]=[C:2]1[C:6]([O:8][CH2:9][CH3:10])=[O:7].[Al+3].[Cl-].[Cl-].[Cl-].[C:15](Cl)(=[O:17])[CH3:16].CO. (7) The reactants are: Br[CH2:2][C:3]([O:5][CH3:6])=[O:4].[Br:7][C:8]1[CH:13]=[C:12]([C:14]([F:17])([F:16])[F:15])[CH:11]=[CH:10][C:9]=1[OH:18]. Given the product [Br:7][C:8]1[CH:13]=[C:12]([C:14]([F:15])([F:16])[F:17])[CH:11]=[CH:10][C:9]=1[O:18][CH2:2][C:3]([O:5][CH3:6])=[O:4], predict the reactants needed to synthesize it. (8) Given the product [Br:1][C:2]1[CH:3]=[C:4]([C:9]([CH3:13])([CH3:12])[CH:10]=[O:26])[CH:5]=[CH:6][C:7]=1[F:8], predict the reactants needed to synthesize it. The reactants are: [Br:1][C:2]1[CH:3]=[C:4]([C:9]([CH3:13])([CH3:12])[C:10]#N)[CH:5]=[CH:6][C:7]=1[F:8].CC(C[AlH]CC(C)C)C.C1C[O:26]CC1.